This data is from Catalyst prediction with 721,799 reactions and 888 catalyst types from USPTO. The task is: Predict which catalyst facilitates the given reaction. (1) Reactant: [C:1]([C:5]1[CH:15]=[CH:14][CH:13]=[CH:12][C:6]=1[O:7][CH:8]1[CH2:11][NH:10][CH2:9]1)([CH3:4])([CH3:3])[CH3:2].Cl.[N:17]1[CH:22]=[CH:21][CH:20]=[CH:19][C:18]=1[C:23](Cl)=[O:24]. Product: [C:1]([C:5]1[CH:15]=[CH:14][CH:13]=[CH:12][C:6]=1[O:7][CH:8]1[CH2:9][N:10]([C:23]([C:18]2[CH:19]=[CH:20][CH:21]=[CH:22][N:17]=2)=[O:24])[CH2:11]1)([CH3:4])([CH3:2])[CH3:3]. The catalyst class is: 17. (2) Reactant: [CH2:1]([O:3][C:4](=[O:38])[CH2:5][C:6]1[CH:11]=[CH:10][C:9]([OH:12])=[C:8]([O:13][C:14]2[CH:19]=[CH:18][C:17]([C:20]([F:23])([F:22])[F:21])=[CH:16][C:15]=2[CH2:24][N:25]2[C@H:29]([CH3:30])[C@H:28]([C:31]3[CH:36]=[CH:35][CH:34]=[CH:33][CH:32]=3)[O:27][C:26]2=[O:37])[CH:7]=1)[CH3:2].C(=O)([O-])[O-].[Cs+].[Cs+].I[CH2:46][CH3:47]. Product: [CH2:1]([O:3][C:4](=[O:38])[CH2:5][C:6]1[CH:11]=[CH:10][C:9]([O:12][CH2:46][CH3:47])=[C:8]([O:13][C:14]2[CH:19]=[CH:18][C:17]([C:20]([F:22])([F:23])[F:21])=[CH:16][C:15]=2[CH2:24][N:25]2[C@H:29]([CH3:30])[C@H:28]([C:31]3[CH:32]=[CH:33][CH:34]=[CH:35][CH:36]=3)[O:27][C:26]2=[O:37])[CH:7]=1)[CH3:2]. The catalyst class is: 23. (3) Reactant: [CH:1]([C:4]1[C:9](=[O:10])[NH:8][C:7](=[O:11])[NH:6][C:5]=1[C:12]([C:14]1[CH:15]=[C:16]([CH:19]=[C:20]([CH3:22])[CH:21]=1)[C:17]#[N:18])=[O:13])([CH3:3])[CH3:2].C(=O)([O-])[O-].[K+].[K+].I[C:30]([CH3:33])([CH3:32])[CH3:31]. Product: [CH2:31]([N:6]1[C:5]([C:12]([C:14]2[CH:15]=[C:16]([CH:19]=[C:20]([CH3:22])[CH:21]=2)[C:17]#[N:18])=[O:13])=[C:4]([CH:1]([CH3:3])[CH3:2])[C:9](=[O:10])[NH:8][C:7]1=[O:11])[CH:30]([CH3:33])[CH3:32]. The catalyst class is: 3. (4) Reactant: [O:1]=[C:2]1[N:8]([CH:9]2[CH2:14][CH2:13][N:12]([C:15]([O:17][C@H:18]([CH2:34][C:35]3[CH:40]=[C:39]([CH3:41])[C:38]([NH2:42])=[C:37]([NH2:43])[CH:36]=3)[C:19]([N:21]3[CH2:26][CH2:25][CH:24]([N:27]4[CH2:32][CH2:31][N:30]([CH3:33])[CH2:29][CH2:28]4)[CH2:23][CH2:22]3)=[O:20])=[O:16])[CH2:11][CH2:10]2)[CH2:7][CH2:6][C:5]2[CH:44]=[CH:45][CH:46]=[CH:47][C:4]=2[NH:3]1.[CH:48]1([CH:51]=O)[CH2:50][CH2:49]1. Product: [O:1]=[C:2]1[N:8]([CH:9]2[CH2:14][CH2:13][N:12]([C:15]([O:17][C@H:18]([CH2:34][C:35]3[CH:40]=[C:39]([CH3:41])[C:38]4[NH:42][C:51]([CH:48]5[CH2:50][CH2:49]5)=[N:43][C:37]=4[CH:36]=3)[C:19]([N:21]3[CH2:26][CH2:25][CH:24]([N:27]4[CH2:28][CH2:29][N:30]([CH3:33])[CH2:31][CH2:32]4)[CH2:23][CH2:22]3)=[O:20])=[O:16])[CH2:11][CH2:10]2)[CH2:7][CH2:6][C:5]2[CH:44]=[CH:45][CH:46]=[CH:47][C:4]=2[NH:3]1. The catalyst class is: 3.